Dataset: Reaction yield outcomes from USPTO patents with 853,638 reactions. Task: Predict the reaction yield, written as a fraction of the theoretical maximum amount of product (1.0 means a 100% yield; for example, 0.34 means a 34% yield). The reactants are Cl[C:2]1[N:7]=[CH:6][N:5]=[C:4]([NH:8][C:9](=[O:18])[C:10]2[C:15]([Cl:16])=[CH:14][CH:13]=[CH:12][C:11]=2[Cl:17])[CH:3]=1.[NH2:19][C:20]1[CH:30]=[CH:29][C:23]([C:24]([O:26][CH2:27][CH3:28])=[O:25])=[CH:22][CH:21]=1.C1(P(C2C=CC=CC=2)C2C3OC4C(=CC=CC=4P(C4C=CC=CC=4)C4C=CC=CC=4)C(C)(C)C=3C=CC=2)C=CC=CC=1.C(=O)([O-])[O-].[Cs+].[Cs+]. The catalyst is C1C=CC(/C=C/C(/C=C/C2C=CC=CC=2)=O)=CC=1.C1C=CC(/C=C/C(/C=C/C2C=CC=CC=2)=O)=CC=1.C1C=CC(/C=C/C(/C=C/C2C=CC=CC=2)=O)=CC=1.[Pd].[Pd]. The product is [Cl:17][C:11]1[CH:12]=[CH:13][CH:14]=[C:15]([Cl:16])[C:10]=1[C:9]([NH:8][C:4]1[N:5]=[CH:6][N:7]=[C:2]([NH:19][C:20]2[CH:21]=[CH:22][C:23]([C:24]([O:26][CH2:27][CH3:28])=[O:25])=[CH:29][CH:30]=2)[CH:3]=1)=[O:18]. The yield is 0.650.